The task is: Regression. Given a peptide amino acid sequence and an MHC pseudo amino acid sequence, predict their binding affinity value. This is MHC class II binding data.. This data is from Peptide-MHC class II binding affinity with 134,281 pairs from IEDB. (1) The peptide sequence is GELLIVDKIDAAFKI. The MHC is DRB1_0401 with pseudo-sequence DRB1_0401. The binding affinity (normalized) is 0.616. (2) The peptide sequence is IGRGRVSPGNGWMIK. The MHC is DRB3_0202 with pseudo-sequence DRB3_0202. The binding affinity (normalized) is 0.394. (3) The peptide sequence is DIKVQFQSGGNNSPAVYLLD. The MHC is DRB1_0301 with pseudo-sequence DRB1_0301. The binding affinity (normalized) is 0. (4) The peptide sequence is LAKYKANWIEIMRIK. The MHC is HLA-DPA10201-DPB10501 with pseudo-sequence HLA-DPA10201-DPB10501. The binding affinity (normalized) is 0.573. (5) The peptide sequence is DPWTIYAIGGSSNPT. The MHC is DRB1_0802 with pseudo-sequence DRB1_0802. The binding affinity (normalized) is 0.617. (6) The peptide sequence is GLSPQQVCYNFKVQF. The MHC is DRB1_0101 with pseudo-sequence DRB1_0101. The binding affinity (normalized) is 0.372.